This data is from Forward reaction prediction with 1.9M reactions from USPTO patents (1976-2016). The task is: Predict the product of the given reaction. (1) Given the reactants [N+](C1C=CC(OC2C=C3C(=CC=2)OC(C2C=CC=CC=2)CC3)=NC=1)([O-])=O.[OH:27][C:28]1[CH:37]=[C:36]2[C:31]([C:32](=O)[CH2:33][CH:34]([C:38]3[CH:43]=[CH:42][CH:41]=[CH:40][CH:39]=3)[O:35]2)=[CH:30][CH:29]=1, predict the reaction product. The product is: [C:38]1([CH:34]2[CH2:33][CH2:32][C:31]3[C:36](=[CH:37][C:28]([OH:27])=[CH:29][CH:30]=3)[O:35]2)[CH:39]=[CH:40][CH:41]=[CH:42][CH:43]=1. (2) The product is: [Cl:21][C:19]1[CH:18]=[CH:17][C:16]2[N:10]([CH2:9][C:8]([CH3:47])([CH3:46])[CH2:7][OH:6])[C:11](=[O:45])[C@@H:12]([CH2:32][C:33]3[CH:37]=[C:36]([OH:38])[N:35]([CH2:39][C:40]([OH:42])=[O:41])[N:34]=3)[O:13][C@H:14]([C:22]3[CH:27]=[CH:26][CH:25]=[C:24]([O:28][CH3:29])[C:23]=3[O:30][CH3:31])[C:15]=2[CH:20]=1. Given the reactants [OH-].[Na+].C([O:6][CH2:7][C:8]([CH3:47])([CH3:46])[CH2:9][N:10]1[C:16]2[CH:17]=[CH:18][C:19]([Cl:21])=[CH:20][C:15]=2[C@@H:14]([C:22]2[CH:27]=[CH:26][CH:25]=[C:24]([O:28][CH3:29])[C:23]=2[O:30][CH3:31])[O:13][C@H:12]([CH2:32][C:33]2[CH:37]=[C:36]([OH:38])[N:35]([CH2:39][C:40]([O:42]CC)=[O:41])[N:34]=2)[C:11]1=[O:45])(=O)C.Cl, predict the reaction product. (3) The product is: [NH2:1][CH:4]1[N:10]=[C:9]([C:11]2[C:12]([O:19][CH3:20])=[N:13][C:14]([O:17][CH3:18])=[N:15][CH:16]=2)[C:8]2[CH:21]=[C:22]([Cl:25])[CH:23]=[CH:24][C:7]=2[N:6]([CH3:26])[C:5]1=[O:27]. Given the reactants [N:1]([CH:4]1[N:10]=[C:9]([C:11]2[C:12]([O:19][CH3:20])=[N:13][C:14]([O:17][CH3:18])=[N:15][CH:16]=2)[C:8]2[CH:21]=[C:22]([Cl:25])[CH:23]=[CH:24][C:7]=2[N:6]([CH3:26])[C:5]1=[O:27])=[N+]=[N-].C1C=CC(P(C2C=CC=CC=2)C2C=CC=CC=2)=CC=1, predict the reaction product. (4) Given the reactants [CH2:1]([N:8]([CH2:10][C:11]1([C:25]2[CH:30]=[CH:29][CH:28]=[CH:27][CH:26]=2)[CH2:16][CH2:15][C:14]([NH:23][CH3:24])([C:17]2[CH:22]=[CH:21][CH:20]=[CH:19][CH:18]=2)[CH2:13][CH2:12]1)[CH3:9])[C:2]1[CH:7]=[CH:6][CH:5]=[CH:4][CH:3]=1.C=O.[C:33](B)#N.[Na].C(O)(=O)C, predict the reaction product. The product is: [CH2:1]([N:8]([CH2:10][C:11]1([C:25]2[CH:30]=[CH:29][CH:28]=[CH:27][CH:26]=2)[CH2:16][CH2:15][C:14]([N:23]([CH3:33])[CH3:24])([C:17]2[CH:18]=[CH:19][CH:20]=[CH:21][CH:22]=2)[CH2:13][CH2:12]1)[CH3:9])[C:2]1[CH:3]=[CH:4][CH:5]=[CH:6][CH:7]=1.